Dataset: Catalyst prediction with 721,799 reactions and 888 catalyst types from USPTO. Task: Predict which catalyst facilitates the given reaction. (1) Reactant: [C:1]([C:3]1[CH:4]=[C:5]([CH:9]2[C:13]3[NH:14][C:15]([C:17]([O:19]C)=[O:18])=[CH:16][C:12]=3[CH2:11][CH2:10]2)[CH:6]=[CH:7][CH:8]=1)#[N:2].[OH-].[Li+].CO. Product: [C:1]([C:3]1[CH:4]=[C:5]([CH:9]2[C:13]3[NH:14][C:15]([C:17]([OH:19])=[O:18])=[CH:16][C:12]=3[CH2:11][CH2:10]2)[CH:6]=[CH:7][CH:8]=1)#[N:2]. The catalyst class is: 1. (2) Reactant: Cl[C:2]1[CH:7]=[C:6]([O:8][CH3:9])[N:5]=[C:4]([S:10][CH2:11][C:12]2[CH:17]=[CH:16][CH:15]=[C:14]([F:18])[C:13]=2[F:19])[N:3]=1.[C:20]([Si:24]([C:40]1[CH:45]=[CH:44][CH:43]=[CH:42][CH:41]=1)([C:34]1[CH:39]=[CH:38][CH:37]=[CH:36][CH:35]=1)[O:25][CH:26]1[CH2:29][N:28]([S:30]([NH2:33])(=[O:32])=[O:31])[CH2:27]1)([CH3:23])([CH3:22])[CH3:21].[CH:46]1(P(C2CCCCC2)C2C=CC=CC=2C2C(C(C)C)=CC(C(C)C)=CC=2C(C)C)CCCCC1.C(=O)([O-])[O-].[Cs+].[Cs+]. Product: [Si:24]([O:25][CH:26]1[CH2:27][N:28]([S:30]([NH:33][C:2]2[CH:7]=[C:6]([O:8][CH2:9][CH3:46])[N:5]=[C:4]([S:10][CH2:11][C:12]3[CH:17]=[CH:16][CH:15]=[C:14]([F:18])[C:13]=3[F:19])[N:3]=2)(=[O:31])=[O:32])[CH2:29]1)([C:20]([CH3:23])([CH3:21])[CH3:22])([C:34]1[CH:35]=[CH:36][CH:37]=[CH:38][CH:39]=1)[C:40]1[CH:45]=[CH:44][CH:43]=[CH:42][CH:41]=1. The catalyst class is: 102. (3) Reactant: [C:1](=[O:4])([O-:3])[O-:2].[Ca+2:5]. Product: [C:1](=[O:2])([O-:4])[OH:3].[Ca+2:5].[C:1](=[O:2])([O-:4])[OH:3]. The catalyst class is: 6. (4) Reactant: C(=O)([O:7][C:8]1[C:20]2[CH2:19][O:18][C:17](=[O:21])[C:16]=2[C:15]([C:22]2[CH:27]=[CH:26][C:25]([O:28][CH3:29])=[C:24]([O:30][CH3:31])[CH:23]=2)=[C:14]2[C:9]=1[CH:10]=[C:11]([O:34][CH3:35])[C:12]([O:32][CH3:33])=[CH:13]2)OC(C)(C)C.N1CCCCC1.Cl. Product: [CH3:31][O:30][C:24]1[CH:23]=[C:22]([C:15]2[C:16]3[C:17](=[O:21])[O:18][CH2:19][C:20]=3[C:8]([OH:7])=[C:9]3[C:14]=2[CH:13]=[C:12]([O:32][CH3:33])[C:11]([O:34][CH3:35])=[CH:10]3)[CH:27]=[CH:26][C:25]=1[O:28][CH3:29]. The catalyst class is: 4.